Dataset: NCI-60 drug combinations with 297,098 pairs across 59 cell lines. Task: Regression. Given two drug SMILES strings and cell line genomic features, predict the synergy score measuring deviation from expected non-interaction effect. (1) Drug 1: CS(=O)(=O)C1=CC(=C(C=C1)C(=O)NC2=CC(=C(C=C2)Cl)C3=CC=CC=N3)Cl. Drug 2: C1CN(P(=O)(OC1)NCCCl)CCCl. Cell line: SNB-75. Synergy scores: CSS=1.42, Synergy_ZIP=0.458, Synergy_Bliss=0.206, Synergy_Loewe=-1.71, Synergy_HSA=-1.94. (2) Drug 1: CC1=CC2C(CCC3(C2CCC3(C(=O)C)OC(=O)C)C)C4(C1=CC(=O)CC4)C. Drug 2: C1=CC=C(C(=C1)C(C2=CC=C(C=C2)Cl)C(Cl)Cl)Cl. Cell line: A498. Synergy scores: CSS=4.53, Synergy_ZIP=-2.49, Synergy_Bliss=-4.99, Synergy_Loewe=-4.00, Synergy_HSA=-3.50.